This data is from Reaction yield outcomes from USPTO patents with 853,638 reactions. The task is: Predict the reaction yield, written as a fraction of the theoretical maximum amount of product (1.0 means a 100% yield; for example, 0.34 means a 34% yield). (1) The reactants are [NH2:1][C@H:2]1[CH2:6][CH2:5][N:4]([CH:7]2[CH2:12][CH2:11][N:10]([C:13]([O:15][C:16]([CH3:19])([CH3:18])[CH3:17])=[O:14])[CH2:9][C:8]2([CH3:21])[CH3:20])[C:3]1=[O:22].F[C:24]1[CH:29]=[CH:28][C:27]([S:30]([CH3:33])(=[O:32])=[O:31])=[CH:26][C:25]=1[F:34].C([O-])([O-])=O.[Na+].[Na+]. The catalyst is CS(C)=O. The product is [F:34][C:25]1[CH:26]=[C:27]([S:30]([CH3:33])(=[O:32])=[O:31])[CH:28]=[CH:29][C:24]=1[NH:1][C@H:2]1[CH2:6][CH2:5][N:4]([CH:7]2[CH2:12][CH2:11][N:10]([C:13]([O:15][C:16]([CH3:17])([CH3:19])[CH3:18])=[O:14])[CH2:9][C:8]2([CH3:21])[CH3:20])[C:3]1=[O:22]. The yield is 0.160. (2) The reactants are [NH2:1][C:2]1[O:6][N:5]=[C:4]([CH3:7])[C:3]=1[Br:8].[Cl:9][C:10]1[C:11]([CH3:20])=[C:12]([S:16](Cl)(=[O:18])=[O:17])[CH:13]=[CH:14][CH:15]=1. No catalyst specified. The product is [Cl:9][C:10]1[C:11]([CH3:20])=[C:12]([S:16]([NH:1][C:2]2[O:6][N:5]=[C:4]([CH3:7])[C:3]=2[Br:8])(=[O:18])=[O:17])[CH:13]=[CH:14][CH:15]=1. The yield is 0.340.